This data is from HIV replication inhibition screening data with 41,000+ compounds from the AIDS Antiviral Screen. The task is: Binary Classification. Given a drug SMILES string, predict its activity (active/inactive) in a high-throughput screening assay against a specified biological target. (1) The drug is CCOP(=O)(OCC)C(C#N)=Cc1cnc[nH]1. The result is 0 (inactive). (2) The compound is O=S(=O)(F)c1ccc(C[PH](c2ccccc2)(c2ccccc2)c2ccccc2)c(Cl)c1. The result is 0 (inactive). (3) The compound is CC(C)(C)OC(=O)NNC(=N)c1ccccc1. The result is 0 (inactive). (4) The molecule is COc1cc(NCC(C#N)C#N)ccc1N=Nc1ccc([N+](=O)[O-])cc1. The result is 0 (inactive).